Dataset: Catalyst prediction with 721,799 reactions and 888 catalyst types from USPTO. Task: Predict which catalyst facilitates the given reaction. (1) Reactant: [OH-].[K+].C([N:6]1[CH2:11][CH2:10][C:9]([CH:13]2[CH2:18][CH2:17][CH2:16][CH2:15][CH2:14]2)([OH:12])[CH2:8][CH2:7]1)(=O)C. Product: [CH:13]1([C:9]2([OH:12])[CH2:10][CH2:11][NH:6][CH2:7][CH2:8]2)[CH2:14][CH2:15][CH2:16][CH2:17][CH2:18]1. The catalyst class is: 5. (2) Reactant: [CH3:1][C:2]1[C:13]([O:14]C2CCCCO2)=[CH:12][C:5]2[CH:6]=[C:7]([C:9](=[O:11])[CH3:10])[O:8][C:4]=2[C:3]=1[CH3:21].[Br:22]Br. Product: [Br:22][C:6]1[C:5]2[CH:12]=[C:13]([OH:14])[C:2]([CH3:1])=[C:3]([CH3:21])[C:4]=2[O:8][C:7]=1[C:9](=[O:11])[CH3:10]. The catalyst class is: 22. (3) Reactant: [CH:1]1([C:5]2[C:13](C=O)=[CH:12][C:8]([C:9]([OH:11])=[O:10])=[C:7]([CH3:16])[CH:6]=2)[CH2:4][CH2:3][CH2:2]1.Br[CH:18]1[C:23](=O)[CH2:22][CH2:21][N:20]([C:25]([O:27][C:28]([CH3:31])([CH3:30])[CH3:29])=[O:26])[CH2:19]1.[OH-].[NH4+:33].C[N:35]([CH3:38])C=O. Product: [C:28]([O:27][C:25]([N:20]1[CH2:21][CH2:22][C:23]2[N:33]=[C:38]([C:13]3[C:5]([CH:1]4[CH2:4][CH2:3][CH2:2]4)=[CH:6][C:7]([CH3:16])=[C:8]([CH:12]=3)[C:9]([OH:11])=[O:10])[NH:35][C:18]=2[CH2:19]1)=[O:26])([CH3:31])([CH3:30])[CH3:29]. The catalyst class is: 13. (4) Reactant: [H-].[Na+].[OH:3][CH:4]1[CH2:7][CH:6]([C:8]([O:10][CH3:11])=[O:9])[CH2:5]1.[CH:12](NC(C)C)(C)[CH3:13].[Li]CCCC.[Li+].CC([N-]C(C)C)C.C(I)C. Product: [CH2:12]([C:6]1([C:8]([O:10][CH3:11])=[O:9])[CH2:7][CH:4]([OH:3])[CH2:5]1)[CH3:13]. The catalyst class is: 1. (5) Reactant: [CH3:1][C:2]1[N:7]=[CH:6][C:5]([O:8][CH2:9][CH2:10][OH:11])=[CH:4][CH:3]=1.ClC1C=CC=C(C(OO)=[O:20])C=1. Product: [CH3:1][C:2]1[N+:7]([O-:20])=[CH:6][C:5]([O:8][CH2:9][CH2:10][OH:11])=[CH:4][CH:3]=1. The catalyst class is: 4. (6) Reactant: [C:1]1([CH2:7][O:8][CH2:9][CH:10]2[O:15][CH2:14][CH2:13][NH:12][CH2:11]2)[CH:6]=[CH:5][CH:4]=[CH:3][CH:2]=1.[C:16](O[C:16]([O:18][C:19]([CH3:22])([CH3:21])[CH3:20])=[O:17])([O:18][C:19]([CH3:22])([CH3:21])[CH3:20])=[O:17]. Product: [C:19]([O:18][C:16]([N:12]1[CH2:13][CH2:14][O:15][CH:10]([CH2:9][O:8][CH2:7][C:1]2[CH:6]=[CH:5][CH:4]=[CH:3][CH:2]=2)[CH2:11]1)=[O:17])([CH3:22])([CH3:21])[CH3:20]. The catalyst class is: 1. (7) Reactant: [F:1][C:2]1[CH:3]=[CH:4][C:5]([N+:9]([O-:11])=[O:10])=[C:6]([OH:8])[CH:7]=1.C([O-])([O-])=O.[K+].[K+].I[CH2:19][CH2:20][CH2:21][CH2:22][CH3:23]. Product: [F:1][C:2]1[CH:3]=[CH:4][C:5]([N+:9]([O-:11])=[O:10])=[C:6]([O:8][CH2:19][CH2:20][CH2:21][CH2:22][CH3:23])[CH:7]=1. The catalyst class is: 131. (8) Reactant: [CH3:1][O:2][C:3]([C:5]1[S:6][C:7]([Br:11])=[CH:8][C:9]=1[NH2:10])=[O:4].CO[CH:14](OC)[N:15]([CH3:17])[CH3:16]. Product: [CH3:1][O:2][C:3]([C:5]1[S:6][C:7]([Br:11])=[CH:8][C:9]=1[N:10]=[CH:14][N:15]([CH3:17])[CH3:16])=[O:4]. The catalyst class is: 14. (9) Reactant: OS(O)(=O)=O.[H-].[H-].[H-].[H-].[Li+].[Al+3].[CH2:12]([N:19]1[CH2:24][CH2:23][C:22]([N:27]2[CH2:32][CH2:31][N:30]([C:33]3[CH:38]=[CH:37][N:36]=[CH:35][CH:34]=3)[CH2:29][CH2:28]2)([C:25]#[N:26])[CH2:21][CH2:20]1)[C:13]1[CH:18]=[CH:17][CH:16]=[CH:15][CH:14]=1. Product: [CH2:12]([N:19]1[CH2:24][CH2:23][C:22]([CH2:25][NH2:26])([N:27]2[CH2:28][CH2:29][N:30]([C:33]3[CH:38]=[CH:37][N:36]=[CH:35][CH:34]=3)[CH2:31][CH2:32]2)[CH2:21][CH2:20]1)[C:13]1[CH:18]=[CH:17][CH:16]=[CH:15][CH:14]=1. The catalyst class is: 1. (10) Reactant: C([O:4][CH2:5][CH2:6][O:7][C:8]1[C:9]([Se:22][C:23]2[CH:33]=[CH:32][C:26]([C:27]([O:29]CC)=[O:28])=[CH:25][CH:24]=2)=[CH:10][C:11]2[C:12]([CH3:21])([CH3:20])[CH2:13][CH2:14][C:15]([CH3:19])([CH3:18])[C:16]=2[CH:17]=1)(=O)C.[OH-].[Na+]. Product: [OH:4][CH2:5][CH2:6][O:7][C:8]1[C:9]([Se:22][C:23]2[CH:24]=[CH:25][C:26]([C:27]([OH:29])=[O:28])=[CH:32][CH:33]=2)=[CH:10][C:11]2[C:12]([CH3:21])([CH3:20])[CH2:13][CH2:14][C:15]([CH3:18])([CH3:19])[C:16]=2[CH:17]=1. The catalyst class is: 219.